Dataset: Full USPTO retrosynthesis dataset with 1.9M reactions from patents (1976-2016). Task: Predict the reactants needed to synthesize the given product. (1) Given the product [Cl:40][C:37]1[CH:38]=[CH:39][C:34]([N:33]2[C:31]([CH3:32])=[N:21][N:20]=[C:18]2[C:17]2[N:12]3[CH:13]=[CH:14][CH:15]=[CH:16][C:11]3=[N:10][C:9]=2[C:3]2[CH:4]=[C:5]([Cl:8])[CH:6]=[CH:7][C:2]=2[Cl:1])=[CH:35][CH:36]=1, predict the reactants needed to synthesize it. The reactants are: [Cl:1][C:2]1[CH:7]=[CH:6][C:5]([Cl:8])=[CH:4][C:3]=1[C:9]1[N:10]=[C:11]2[CH:16]=[CH:15][CH:14]=[CH:13][N:12]2[C:17]=1[C:18]([NH:20][NH2:21])=O.N1([C:31](=[N:33][C:34]2[CH:39]=[CH:38][C:37]([Cl:40])=[CH:36][CH:35]=2)[CH3:32])C2C=CC=CC=2N=N1. (2) Given the product [CH3:17][C:16]1[CH:15]=[C:14]([CH3:18])[NH:13][C:12](=[O:19])[C:11]=1[CH2:10][NH:9][C:7]([C:6]1[CH:20]=[C:2]([C:38]2[CH:39]=[CH:40][C:35]([CH2:34][N:32]([CH3:33])[CH3:31])=[CH:36][CH:37]=2)[CH:3]=[C:4]([N:22]([CH2:29][CH3:30])[CH:23]2[CH2:28][CH2:27][O:26][CH2:25][CH2:24]2)[C:5]=1[CH3:21])=[O:8], predict the reactants needed to synthesize it. The reactants are: Br[C:2]1[CH:3]=[C:4]([N:22]([CH2:29][CH3:30])[CH:23]2[CH2:28][CH2:27][O:26][CH2:25][CH2:24]2)[C:5]([CH3:21])=[C:6]([CH:20]=1)[C:7]([NH:9][CH2:10][C:11]1[C:12](=[O:19])[NH:13][C:14]([CH3:18])=[CH:15][C:16]=1[CH3:17])=[O:8].[CH3:31][N:32]([CH2:34][C:35]1[CH:40]=[CH:39][C:38](B(O)O)=[CH:37][CH:36]=1)[CH3:33].C([O-])([O-])=O.[Na+].[Na+]. (3) Given the product [C:1]([O:5][C:6]([N:8]([CH2:9][C:10]1[S:11][CH:12]=[C:13]([C:15]([OH:17])=[O:16])[N:14]=1)[CH3:18])=[O:7])([CH3:4])([CH3:2])[CH3:3], predict the reactants needed to synthesize it. The reactants are: [C:1]([O:5][C:6]([NH:8][CH2:9][C:10]1[S:11][CH:12]=[C:13]([C:15]([OH:17])=[O:16])[N:14]=1)=[O:7])([CH3:4])([CH3:3])[CH3:2].[CH3:18]I.[H-].[Na+]. (4) Given the product [NH2:24][C:8]1[N:7]=[C:6]([O:5][CH2:1][CH2:2][CH2:3][CH3:4])[N:14]=[C:13]2[C:9]=1[N:10]=[C:11]([O:22][CH3:23])[N:12]2[CH2:15][CH2:16][CH2:17][CH2:18][CH2:19][CH2:20][N:28]1[CH2:27][CH2:26][N:25]([C:31]([O:33][C:34]([CH3:37])([CH3:36])[CH3:35])=[O:32])[CH2:30][CH2:29]1, predict the reactants needed to synthesize it. The reactants are: [CH2:1]([O:5][C:6]1[N:14]=[C:13]2[C:9]([N:10]=[C:11]([O:22][CH3:23])[N:12]2[CH2:15][CH2:16][CH2:17][CH2:18][CH2:19][CH2:20]Cl)=[C:8]([NH2:24])[N:7]=1)[CH2:2][CH2:3][CH3:4].[N:25]1([C:31]([O:33][C:34]([CH3:37])([CH3:36])[CH3:35])=[O:32])[CH2:30][CH2:29][NH:28][CH2:27][CH2:26]1.C(N(CC)C(C)C)(C)C.[I-].[Na+]. (5) The reactants are: [CH3:1][O:2][C:3](=[O:32])[CH2:4][C:5]1[CH:10]=[CH:9][C:8]([CH2:11][NH:12][CH2:13][CH2:14][CH2:15][N:16]2[C:24](=[O:25])[NH:23][C:22]3[C:17]2=[N:18][C:19]([O:27][CH2:28][CH2:29][CH2:30][CH3:31])=[N:20][C:21]=3[NH2:26])=[CH:7][CH:6]=1.[CH3:33][N:34]1[CH2:38][CH2:37][CH2:36][CH:35]1[C:39](O)=[O:40].CN(C(ON1N=NC2C=CC=NC1=2)=[N+](C)C)C.F[P-](F)(F)(F)(F)F. Given the product [CH3:1][O:2][C:3](=[O:32])[CH2:4][C:5]1[CH:10]=[CH:9][C:8]([CH2:11][N:12]([CH2:13][CH2:14][CH2:15][N:16]2[C:24](=[O:25])[NH:23][C:22]3[C:17]2=[N:18][C:19]([O:27][CH2:28][CH2:29][CH2:30][CH3:31])=[N:20][C:21]=3[NH2:26])[C:39]([C@@H:35]2[CH2:36][CH2:37][CH2:38][N:34]2[CH3:33])=[O:40])=[CH:7][CH:6]=1, predict the reactants needed to synthesize it. (6) Given the product [Br:33][CH2:30][CH2:29][O:28][CH2:20][CH2:21][C:22]1[CH:27]=[CH:26][CH:25]=[CH:24][CH:23]=1, predict the reactants needed to synthesize it. The reactants are: C1(P(C2C=CC=CC=2)C2C=CC=CC=2)C=CC=CC=1.[CH2:20]([O:28][CH2:29][CH2:30]O)[CH2:21][C:22]1[CH:27]=[CH:26][CH:25]=[CH:24][CH:23]=1.C(Br)(Br)(Br)[Br:33]. (7) Given the product [CH3:23][C:8]([O:20][CH2:10][CH:11]=[N:18][OH:19])([CH3:7])[CH3:9], predict the reactants needed to synthesize it. The reactants are: C(OC[CH2:7][CH2:8][CH3:9])CCC.[CH2:10](N(CC)CC)[CH3:11].Cl.[NH2:18][OH:19].[OH-:20].[Na+].Cl[CH2:23]Cl. (8) Given the product [Cl:1][C:2]1[CH:3]=[C:4]([C:12]2[O:16][N:15]=[C:14]([C:17]3[C:27]4[O:26][CH2:25][CH2:24][N:23]([CH3:28])[CH:22]([CH2:29][C:30]([OH:32])=[O:31])[C:21]=4[CH:20]=[CH:19][CH:18]=3)[N:13]=2)[CH:5]=[CH:6][C:7]=1[O:8][CH:9]([CH3:11])[CH3:10], predict the reactants needed to synthesize it. The reactants are: [Cl:1][C:2]1[CH:3]=[C:4]([C:12]2[O:16][N:15]=[C:14]([C:17]3[C:27]4[O:26][CH2:25][CH2:24][N:23]([CH3:28])[CH:22]([CH2:29][C:30]([O:32]CC)=[O:31])[C:21]=4[CH:20]=[CH:19][CH:18]=3)[N:13]=2)[CH:5]=[CH:6][C:7]=1[O:8][CH:9]([CH3:11])[CH3:10].[OH-].[Na+].